Dataset: Forward reaction prediction with 1.9M reactions from USPTO patents (1976-2016). Task: Predict the product of the given reaction. (1) The product is: [CH2:28]([O:27][C:25]([N:10]1[C:5]2[C:6](=[N:7][C:2]([Cl:1])=[CH:3][CH:4]=2)[CH:8]=[C:9]1[O:11][C:21]([O:22][CH2:23][CH3:19])=[O:30])=[O:26])[CH3:29]. Given the reactants [Cl:1][C:2]1[N:7]=[C:6]2[CH2:8][C:9](=[O:11])[NH:10][C:5]2=[CH:4][CH:3]=1.C(N(CC)CC)C.[CH2:19]1[CH2:23][O:22][CH2:21]C1.Cl[C:25]([O:27][CH2:28][CH3:29])=[O:26].[OH2:30], predict the reaction product. (2) Given the reactants [F:1][C:2]1[C:7]([F:8])=[CH:6][CH:5]=[CH:4][C:3]=1[C:9]1[N:17]=[C:12]2[CH:13]=[N:14][NH:15][CH:16]=[C:11]2[N:10]=1.[CH3:18][O:19][C:20](=[O:34])[C:21]1[CH:26]=[CH:25][CH:24]=[CH:23][C:22]=1[C:27]1[CH:31]=[C:30]([CH2:32]Cl)[O:29][N:28]=1, predict the reaction product. The product is: [CH3:18][O:19][C:20](=[O:34])[C:21]1[CH:26]=[CH:25][CH:24]=[CH:23][C:22]=1[C:27]1[CH:31]=[C:30]([CH2:32][N:14]2[CH:13]=[C:12]3[N:17]=[C:9]([C:3]4[CH:4]=[CH:5][CH:6]=[C:7]([F:8])[C:2]=4[F:1])[N:10]=[C:11]3[CH:16]=[N:15]2)[O:29][N:28]=1. (3) Given the reactants [OH:1][CH2:2][CH2:3][CH2:4]/[CH:5]=[CH:6]/[C:7]([O:9][CH2:10][CH3:11])=[O:8].CCN(CC)CC.Cl[S:20]([N:23]=C=O)(=[O:22])=[O:21].C(O)=O, predict the reaction product. The product is: [S:20]([O:1][CH2:2][CH2:3][CH2:4]/[CH:5]=[CH:6]/[C:7]([O:9][CH2:10][CH3:11])=[O:8])(=[O:22])(=[O:21])[NH2:23]. (4) Given the reactants [CH2:1]([O:8][CH2:9][C:10]1[N:15]=[CH:14][N:13]=[C:12]([O:16][C:17]2[CH:18]=[C:19]3[C:23](=[CH:24][CH:25]=2)[NH:22][CH:21]=[CH:20]3)[CH:11]=1)[C:2]1[CH:7]=[CH:6][CH:5]=[CH:4][CH:3]=1.C1N=CN([C:31]([N:33]2C=N[CH:35]=[CH:34]2)=[O:32])C=1.[CH3:38][O:39][C:40]1[CH:46]=CC(N)=[CH:42][C:41]=1[C:47]([F:50])([F:49])[F:48], predict the reaction product. The product is: [CH2:1]([O:8][CH2:9][C:10]1[N:15]=[CH:14][N:13]=[C:12]([O:16][C:17]2[CH:18]=[C:19]3[C:23](=[CH:24][CH:25]=2)[N:22]([C:31]([NH:33][C:34]2[CH:35]=[CH:46][C:40]([O:39][CH3:38])=[C:41]([C:47]([F:50])([F:49])[F:48])[CH:42]=2)=[O:32])[CH:21]=[CH:20]3)[CH:11]=1)[C:2]1[CH:3]=[CH:4][CH:5]=[CH:6][CH:7]=1. (5) Given the reactants [OH:1][C:2]1[CH:7]=[CH:6][C:5](/[CH:8]=[CH:9]/[C:10](=[O:25])[CH2:11][C:12](=[O:24])/[CH:13]=[CH:14]/[C:15]2[CH:20]=[CH:19][C:18]([OH:21])=[C:17]([O:22][CH3:23])[CH:16]=2)=[CH:4][C:3]=1[O:26][CH3:27].[C:28]([O-])([O-])=O.[K+].[K+].COS(=O)(=O)OC, predict the reaction product. The product is: [CH3:27][O:26][C:3]1[CH:4]=[C:5](/[CH:8]=[CH:9]/[C:10](=[O:25])[CH2:11][C:12](=[O:24])/[CH:13]=[CH:14]/[C:15]2[CH:20]=[CH:19][C:18]([OH:21])=[C:17]([O:22][CH3:23])[CH:16]=2)[CH:6]=[CH:7][C:2]=1[O:1][CH3:28]. (6) Given the reactants C([O:8][C:9]1[CH:10]=[CH:11][C:12]([CH3:22])=[C:13]([CH:15]=[CH:16][C:17]([O:19][CH2:20][CH3:21])=[O:18])[CH:14]=1)C1C=CC=CC=1, predict the reaction product. The product is: [OH:8][C:9]1[CH:10]=[CH:11][C:12]([CH3:22])=[C:13]([CH2:15][CH2:16][C:17]([O:19][CH2:20][CH3:21])=[O:18])[CH:14]=1.